From a dataset of Reaction yield outcomes from USPTO patents with 853,638 reactions. Predict the reaction yield, written as a fraction of the theoretical maximum amount of product (1.0 means a 100% yield; for example, 0.34 means a 34% yield). (1) The reactants are NC1N=C(N)C2C([CH2:11][CH2:12][CH2:13][C:14]3[CH:15]=[C:16]([C:19](O)=O)[S:17][CH:18]=3)=COC=2N=1.CN1[CH2:29][CH2:28][O:27]CC1.Cl[C:31]1[N:36]=[C:35](OC)[N:34]=[C:33]([O:39][CH3:40])[N:32]=1.Cl.[CH2:42]([O:44][C:45](=[O:55])[C@H:46]([CH2:48][CH2:49][C:50]([O:52][CH2:53][CH3:54])=[O:51])[NH2:47])[CH3:43].C[N:57](C=O)C. No catalyst specified. The product is [CH2:42]([O:44][C:45](=[O:55])[C@@H:46]([NH:47][C:28]([C:29]1[CH:19]=[C:16]([CH2:15][CH2:14][CH2:13][C:12]2[C:11]3[C:31]([NH2:32])=[N:36][C:35]([NH2:57])=[N:34][C:33]=3[O:39][CH:40]=2)[S:17][CH:18]=1)=[O:27])[CH2:48][CH2:49][C:50]([O:52][CH2:53][CH3:54])=[O:51])[CH3:43]. The yield is 0.800. (2) The reactants are [CH3:1][NH2:2].O1CCCC1.Br[CH2:9][C:10]1[C:14]([C:15](OCC)=[O:16])=[C:13]([S:20][CH3:21])[S:12][C:11]=1[C:22]([O:24][CH2:25][CH3:26])=[O:23].C(O)C.C(=O)([O-])[O-].[K+].[K+]. The catalyst is O1CCCC1. The product is [CH3:1][N:2]1[C:15](=[O:16])[C:14]2=[C:13]([S:20][CH3:21])[S:12][C:11]([C:22]([O:24][CH2:25][CH3:26])=[O:23])=[C:10]2[CH2:9]1. The yield is 0.420. (3) The reactants are C[Si](C)(C)N[Si](C)(C)C.[Li].[Cl:11][C:12]1[CH:13]=[C:14]([CH:27]=[CH:28][C:29]=1[Cl:30])[CH2:15][N:16]1[C:21](=[O:22])[CH:20]=[C:19]2[S:23][CH:24]=[CH:25][N:18]2[C:17]1=[O:26].[CH2:31]([N:38]=[C:39]=[O:40])[C:32]1[CH:37]=[CH:36][CH:35]=[CH:34][CH:33]=1.[Cl-].[NH4+]. The catalyst is O1CCCC1.CCOC(C)=O. The product is [CH2:31]([NH:38][C:39]([C:24]1[S:23][C:19]2[N:18]([C:17](=[O:26])[N:16]([CH2:15][C:14]3[CH:27]=[CH:28][C:29]([Cl:30])=[C:12]([Cl:11])[CH:13]=3)[C:21](=[O:22])[CH:20]=2)[CH:25]=1)=[O:40])[C:32]1[CH:37]=[CH:36][CH:35]=[CH:34][CH:33]=1. The yield is 0.0560. (4) The reactants are C1(P(C2C=CC=CC=2)C2C=CC=CC=2)C=CC=CC=1.[C:20]([Br:24])(Br)(Br)[Br:21].[C:25]([O:29][C:30]([N:32]1[CH2:36][CH2:35][CH2:34][CH:33]1[CH:37]=O)=[O:31])([CH3:28])([CH3:27])[CH3:26].C(=O)(O)[O-].[Na+]. The catalyst is ClCCl. The product is [Br:21][C:20]([Br:24])=[CH:37][C@@H:33]1[CH2:34][CH2:35][CH2:36][N:32]1[C:30]([O:29][C:25]([CH3:26])([CH3:28])[CH3:27])=[O:31]. The yield is 0.860. (5) The reactants are Cl.[CH3:2][N:3]([CH3:9])[CH2:4][CH2:5][C:6](O)=[O:7].[NH2:10][C@@H:11]([CH2:29][O:30][CH2:31][C:32]1[CH:37]=[CH:36][CH:35]=[CH:34][CH:33]=1)[C:12]([NH:14][C:15]1[CH:20]=[CH:19][C:18]([O:21][C:22]2[CH:27]=[CH:26][C:25]([Cl:28])=[CH:24][CH:23]=2)=[CH:17][CH:16]=1)=[O:13]. No catalyst specified. The product is [CH2:31]([O:30][CH2:29][C@H:11]([NH:10][C:6](=[O:7])[CH2:5][CH2:4][N:3]([CH3:9])[CH3:2])[C:12]([NH:14][C:15]1[CH:20]=[CH:19][C:18]([O:21][C:22]2[CH:27]=[CH:26][C:25]([Cl:28])=[CH:24][CH:23]=2)=[CH:17][CH:16]=1)=[O:13])[C:32]1[CH:37]=[CH:36][CH:35]=[CH:34][CH:33]=1. The yield is 0.100. (6) The reactants are [CH2:1]([O:3][C:4](=[O:35])[CH:5]=[CH:6][CH:7]1[CH2:9][C:8]1([C@@H:17]1[C@:25]2([CH3:26])[C@H:20]([C@@H:21]([O:27][Si:28]([C:31]([CH3:34])([CH3:33])[CH3:32])([CH3:30])[CH3:29])[CH2:22][CH2:23][CH2:24]2)[CH2:19][CH2:18]1)[CH2:10][CH2:11][CH2:12][C:13]([OH:16])([CH3:15])[CH3:14])[CH3:2].[H][H].CCCCCC.C(OCC)(=O)C. The catalyst is C(O)C.[Pd]. The product is [CH2:1]([O:3][C:4](=[O:35])[CH2:5][CH2:6][CH2:7][C:8]([C@@H:17]1[C@:25]2([CH3:26])[C@H:20]([C@@H:21]([O:27][Si:28]([C:31]([CH3:34])([CH3:33])[CH3:32])([CH3:29])[CH3:30])[CH2:22][CH2:23][CH2:24]2)[CH2:19][CH2:18]1)([CH3:9])[CH2:10][CH2:11][CH2:12][C:13]([OH:16])([CH3:15])[CH3:14])[CH3:2]. The yield is 0.990. (7) The reactants are [O:1]([C:8]1[CH:13]=[CH:12][C:11]([NH:14][C:15]([N:17]2[CH2:22][CH2:21][N:20]([C:23]3[C:32]4[C:27](=[CH:28][C:29]([NH:36][CH2:37][CH3:38])=[C:30]([N+:33]([O-])=O)[CH:31]=4)[N:26]=[CH:25][N:24]=3)[CH2:19][CH2:18]2)=[O:16])=[CH:10][CH:9]=1)[C:2]1[CH:7]=[CH:6][CH:5]=[CH:4][CH:3]=1.[H][H].[N:41]([O-])=O.[Na+].C(=O)(O)[O-].[Na+]. The catalyst is C(O)C.O.Cl.C(O)(=O)C.[C].[Pd]. The product is [CH2:37]([N:36]1[C:29]2[C:30](=[CH:31][C:32]3[C:23]([N:20]4[CH2:21][CH2:22][N:17]([C:15]([NH:14][C:11]5[CH:12]=[CH:13][C:8]([O:1][C:2]6[CH:7]=[CH:6][CH:5]=[CH:4][CH:3]=6)=[CH:9][CH:10]=5)=[O:16])[CH2:18][CH2:19]4)=[N:24][CH:25]=[N:26][C:27]=3[CH:28]=2)[N:33]=[N:41]1)[CH3:38]. The yield is 0.310. (8) The reactants are C(=[N:14][N:15]=[CH:16][C:17]1[S:18][C:19]([C:23](C)(C)[O:24][SiH2]C(C)(C)C)=[CH:20][C:21]=1Br)(C1C=CC=CC=1)C1C=CC=CC=1.C(=NN)(C1C=CC=CC=1)C1C=CC=CC=1.C(=O)([O-])[O-].[Cs+].[Cs+]. The catalyst is C1(C)C=CC=CC=1.C1(P[C-]2C=CC=C2)C=CC=CC=1.[C-]1(PC2C=CC=CC=2)C=CC=C1.[Fe+2].C([O-])(=O)C.[Pd+2].C([O-])(=O)C. The product is [NH:14]1[C:21]2[CH:20]=[C:19]([CH2:23][OH:24])[S:18][C:17]=2[CH:16]=[N:15]1. The yield is 0.270. (9) The reactants are [CH2:1]([C:3]1[C:8](=[O:9])[NH:7][C:6]([CH3:10])=[C:5]([C:11]2[S:15][C:14]([S:16]([Cl:19])(=[O:18])=[O:17])=[CH:13][CH:12]=2)[CH:4]=1)[CH3:2].[O:20]1[C:24]2[CH:25]=[CH:26][C:27]([CH2:29][N:30]3[CH2:35][CH2:34][NH:33][CH2:32][CH2:31]3)=[CH:28][C:23]=2[O:22][CH2:21]1. No catalyst specified. The product is [ClH:19].[O:20]1[C:24]2[CH:25]=[CH:26][C:27]([CH2:29][N:30]3[CH2:31][CH2:32][N:33]([S:16]([C:14]4[S:15][C:11]([C:5]5[CH:4]=[C:3]([CH2:1][CH3:2])[C:8](=[O:9])[NH:7][C:6]=5[CH3:10])=[CH:12][CH:13]=4)(=[O:18])=[O:17])[CH2:34][CH2:35]3)=[CH:28][C:23]=2[O:22][CH2:21]1. The yield is 0.610. (10) The reactants are Cl[C:2]1[N:3]=[C:4]([OH:13])[C:5]2[CH:11]=[CH:10][N:9]=[C:8]([Cl:12])[C:6]=2[N:7]=1.[NH:14]1[CH2:19][CH2:18][O:17][CH2:16][CH2:15]1. The catalyst is CC(N(C)C)=O. The product is [Cl:12][C:8]1[C:6]2[N:7]=[C:2]([N:14]3[CH2:19][CH2:18][O:17][CH2:16][CH2:15]3)[N:3]=[C:4]([OH:13])[C:5]=2[CH:11]=[CH:10][N:9]=1. The yield is 0.800.